Dataset: Rat liver microsome stability data. Task: Regression/Classification. Given a drug SMILES string, predict its absorption, distribution, metabolism, or excretion properties. Task type varies by dataset: regression for continuous measurements (e.g., permeability, clearance, half-life) or binary classification for categorical outcomes (e.g., BBB penetration, CYP inhibition). Dataset: rlm. (1) The result is 1 (stable in rat liver microsomes). The molecule is CC#C[C@@H](Cc1nn[nH]n1)c1ccc(OCc2cc(C)c3scc(-c4ccccc4C)c3c2)cc1. (2) The compound is Cc1cccc(-n2nc(C)c3c2NC(=O)CSC3c2ccccc2Cl)c1. The result is 1 (stable in rat liver microsomes). (3) The compound is Cc1ccc(S(=O)(=O)Nc2cc(Cl)cc(C(=O)Nc3nc(-c4ccccc4)cs3)c2)cc1. The result is 1 (stable in rat liver microsomes). (4) The drug is CC(C)(C)C[C@@H]1N[C@@H](C(=O)N[C@H]2CC[C@@H](O)C2)[C@H](c2cccc(Cl)c2F)[C@]12C(=O)Nc1cc(Cl)ccc12. The result is 1 (stable in rat liver microsomes). (5) The molecule is Cc1nc(N)nc2ccccc12. The result is 0 (unstable in rat liver microsomes). (6) The compound is CC(=O)N1CC(N)C(c2ccc(Cl)cc2Cl)C1. The result is 0 (unstable in rat liver microsomes). (7) The molecule is CCCN1C(CC(C)C)=NS(=O)(=O)c2cc(NC(=O)c3ccco3)ccc21. The result is 1 (stable in rat liver microsomes).